From a dataset of Catalyst prediction with 721,799 reactions and 888 catalyst types from USPTO. Predict which catalyst facilitates the given reaction. (1) Reactant: [C:1]([O:5][C:6]([N:8]1[CH2:13][CH2:12][C:11]2[N:14]([CH3:33])[C:15]([C:17]3[C:22]([C:23]#[C:24][C:25]4[CH:30]=[CH:29][CH:28]=[C:27]([NH2:31])[CH:26]=4)=[CH:21][N:20]=[C:19]([NH2:32])[N:18]=3)=[CH:16][C:10]=2[C:9]1=[O:34])=[O:7])([CH3:4])([CH3:3])[CH3:2].O1CCOCC1.CC(N(C)C)=O.[C:47]1([N:53]=[C:54]=[O:55])[CH:52]=[CH:51][CH:50]=[CH:49][CH:48]=1. Product: [C:1]([O:5][C:6]([N:8]1[CH2:13][CH2:12][C:11]2[N:14]([CH3:33])[C:15]([C:17]3[C:22]([C:23]#[C:24][C:25]4[CH:30]=[CH:29][CH:28]=[C:27]([NH:31][C:54]([NH:53][C:47]5[CH:52]=[CH:51][CH:50]=[CH:49][CH:48]=5)=[O:55])[CH:26]=4)=[CH:21][N:20]=[C:19]([NH2:32])[N:18]=3)=[CH:16][C:10]=2[C:9]1=[O:34])=[O:7])([CH3:4])([CH3:3])[CH3:2]. The catalyst class is: 2. (2) Reactant: [C:1]([C:3]1[CH:4]=[C:5]([C:16]2[C:17]3[CH:24]=[C:23]([C:25]4[N:30]=[C:29]([NH:31]C(=O)OC(C)(C)C)[CH:28]=[N:27][CH:26]=4)[N:22](COCC[Si](C)(C)C)[C:18]=3[N:19]=[CH:20][N:21]=2)[CH:6]=[CH:7][C:8]=1[O:9][CH:10]1[CH2:15][CH2:14][O:13][CH2:12][CH2:11]1)#[N:2]. Product: [NH2:31][C:29]1[N:30]=[C:25]([C:23]2[NH:22][C:18]3[N:19]=[CH:20][N:21]=[C:16]([C:5]4[CH:6]=[CH:7][C:8]([O:9][CH:10]5[CH2:15][CH2:14][O:13][CH2:12][CH2:11]5)=[C:3]([CH:4]=4)[C:1]#[N:2])[C:17]=3[CH:24]=2)[CH:26]=[N:27][CH:28]=1. The catalyst class is: 557. (3) Reactant: [CH3:1][O:2][C:3](=[O:28])/[C:4](/[C:12]1[CH:17]=[CH:16][C:15]([N:18]2[C:22]([C:23]([F:26])([F:25])[F:24])=[N:21][N:20]=[N:19]2)=[C:14]([Cl:27])[CH:13]=1)=[CH:5]/[CH:6]1[CH2:11][CH2:10][CH2:9][CH2:8][CH2:7]1.[BH4-].[Na+]. Product: [CH3:1][O:2][C:3](=[O:28])[CH:4]([C:12]1[CH:17]=[CH:16][C:15]([N:18]2[C:22]([C:23]([F:24])([F:26])[F:25])=[N:21][N:20]=[N:19]2)=[C:14]([Cl:27])[CH:13]=1)[CH2:5][CH:6]1[CH2:7][CH2:8][CH2:9][CH2:10][CH2:11]1. The catalyst class is: 652. (4) Reactant: [C:1]([C:3]1[CH:4]=[C:5]([C:13]2[O:17][N:16]=[C:15]([C:18]3[CH:19]=[CH:20][C:21]4[O:27][CH2:26][CH2:25][N:24]([CH2:28][CH2:29][C:30]([O:32]CC)=[O:31])[CH2:23][C:22]=4[CH:35]=3)[N:14]=2)[CH:6]=[CH:7][C:8]=1[O:9][CH:10]([CH3:12])[CH3:11])#[N:2].[OH-].[Na+]. Product: [C:1]([C:3]1[CH:4]=[C:5]([C:13]2[O:17][N:16]=[C:15]([C:18]3[CH:19]=[CH:20][C:21]4[O:27][CH2:26][CH2:25][N:24]([CH2:28][CH2:29][C:30]([OH:32])=[O:31])[CH2:23][C:22]=4[CH:35]=3)[N:14]=2)[CH:6]=[CH:7][C:8]=1[O:9][CH:10]([CH3:11])[CH3:12])#[N:2]. The catalyst class is: 8. (5) Reactant: [CH3:1][C:2]1[C:10]2[C:5](=[N:6][CH:7]=[C:8]([C:11]3[CH:12]=[C:13]([CH:19]=[CH:20][CH:21]=3)[C:14]([O:16]CC)=[O:15])[CH:9]=2)[NH:4][N:3]=1.[OH-].[Na+]. Product: [CH3:1][C:2]1[C:10]2[C:5](=[N:6][CH:7]=[C:8]([C:11]3[CH:12]=[C:13]([CH:19]=[CH:20][CH:21]=3)[C:14]([OH:16])=[O:15])[CH:9]=2)[NH:4][N:3]=1. The catalyst class is: 8. (6) Product: [CH3:28][N:19]([C:13]1[CH:14]=[CH:15][CH:16]=[C:17]2[C:12]=1[NH:11][C:10]([C:8]1[S:9][C:5]([CH2:4][CH2:3][C:1]3[N:43]=[N:44][NH:45][N:2]=3)=[CH:6][N:7]=1)=[CH:18]2)[S:20]([C:23]1[S:24][CH:25]=[CH:26][CH:27]=1)(=[O:22])=[O:21]. Reactant: [C:1]([CH2:3][CH2:4][C:5]1[S:9][C:8]([C:10]2[NH:11][C:12]3[C:17]([CH:18]=2)=[CH:16][CH:15]=[CH:14][C:13]=3[N:19]([CH3:28])[S:20]([C:23]2[S:24][CH:25]=[CH:26][CH:27]=2)(=[O:22])=[O:21])=[N:7][CH:6]=1)#[N:2].C([Sn](=O)CCCC)CCC.C[Si]([N:43]=[N+:44]=[N-:45])(C)C. The catalyst class is: 7. (7) Reactant: [CH2:1]([O:8][C:9]([N:11]1[CH2:15][C@H:14]([OH:16])[C@@H:13]([CH2:17][OH:18])[CH2:12]1)=[O:10])[C:2]1[CH:7]=[CH:6][CH:5]=[CH:4][CH:3]=1.C1(P(C2C=CC=CC=2)C2C=CC=CC=2)C=CC=CC=1.C(O)(=O)C1C=CC=CC=1.C(OC(N=NC(OCC)=O)=O)C. Product: [CH2:1]([O:8][C:9]([N:11]1[CH2:15][C@@H:14]([OH:16])[C@@H:13]([CH2:17][OH:18])[CH2:12]1)=[O:10])[C:2]1[CH:7]=[CH:6][CH:5]=[CH:4][CH:3]=1. The catalyst class is: 7.